This data is from NCI-60 drug combinations with 297,098 pairs across 59 cell lines. The task is: Regression. Given two drug SMILES strings and cell line genomic features, predict the synergy score measuring deviation from expected non-interaction effect. (1) Synergy scores: CSS=20.8, Synergy_ZIP=0.309, Synergy_Bliss=-1.52, Synergy_Loewe=-48.2, Synergy_HSA=-5.31. Drug 2: C(=O)(N)NO. Cell line: DU-145. Drug 1: CC1C(C(CC(O1)OC2CC(OC(C2O)C)OC3=CC4=CC5=C(C(=O)C(C(C5)C(C(=O)C(C(C)O)O)OC)OC6CC(C(C(O6)C)O)OC7CC(C(C(O7)C)O)OC8CC(C(C(O8)C)O)(C)O)C(=C4C(=C3C)O)O)O)O. (2) Drug 1: C1=CC(=CC=C1CCCC(=O)O)N(CCCl)CCCl. Drug 2: CC1CCC2CC(C(=CC=CC=CC(CC(C(=O)C(C(C(=CC(C(=O)CC(OC(=O)C3CCCCN3C(=O)C(=O)C1(O2)O)C(C)CC4CCC(C(C4)OC)OCCO)C)C)O)OC)C)C)C)OC. Cell line: ACHN. Synergy scores: CSS=56.8, Synergy_ZIP=-1.56, Synergy_Bliss=-3.20, Synergy_Loewe=-0.539, Synergy_HSA=1.20. (3) Drug 1: CC1=C2C(C(=O)C3(C(CC4C(C3C(C(C2(C)C)(CC1OC(=O)C(C(C5=CC=CC=C5)NC(=O)OC(C)(C)C)O)O)OC(=O)C6=CC=CC=C6)(CO4)OC(=O)C)OC)C)OC. Drug 2: N.N.Cl[Pt+2]Cl. Cell line: HCT-15. Synergy scores: CSS=75.0, Synergy_ZIP=26.5, Synergy_Bliss=25.0, Synergy_Loewe=-37.2, Synergy_HSA=23.3. (4) Drug 1: CN(C)C1=NC(=NC(=N1)N(C)C)N(C)C. Drug 2: C1=CC(=CC=C1C#N)C(C2=CC=C(C=C2)C#N)N3C=NC=N3. Cell line: A498. Synergy scores: CSS=-4.00, Synergy_ZIP=2.24, Synergy_Bliss=2.00, Synergy_Loewe=-3.09, Synergy_HSA=-3.09. (5) Drug 1: C1CC(=O)NC(=O)C1N2C(=O)C3=CC=CC=C3C2=O. Drug 2: C1C(C(OC1N2C=NC3=C2NC=NCC3O)CO)O. Cell line: HOP-92. Synergy scores: CSS=3.96, Synergy_ZIP=-6.68, Synergy_Bliss=-10.9, Synergy_Loewe=-6.88, Synergy_HSA=-8.01.